From a dataset of Catalyst prediction with 721,799 reactions and 888 catalyst types from USPTO. Predict which catalyst facilitates the given reaction. (1) Reactant: [CH3:1][O:2][C:3]1[CH:4]=[C:5]2[C:10](=[CH:11][CH:12]=1)[CH:9]=[C:8]([C:13]1[NH:17][C:16]([C@@H:18]([NH:28]C(=O)OCC3C=CC=CC=3)[CH2:19][CH2:20][CH2:21][CH2:22][CH2:23][C:24]([NH:26][CH3:27])=[O:25])=[N:15][CH:14]=1)[CH:7]=[CH:6]2. Product: [NH2:28][C@H:18]([C:16]1[NH:17][C:13]([C:8]2[CH:7]=[CH:6][C:5]3[C:10](=[CH:11][CH:12]=[C:3]([O:2][CH3:1])[CH:4]=3)[CH:9]=2)=[CH:14][N:15]=1)[CH2:19][CH2:20][CH2:21][CH2:22][CH2:23][C:24]([NH:26][CH3:27])=[O:25]. The catalyst class is: 582. (2) Reactant: [C:1]1([C:7]#[CH:8])[CH:6]=[CH:5][CH:4]=[CH:3][CH:2]=1.[N:9]([CH2:12][CH2:13][C:14]([OH:16])=[O:15])=[N+:10]=[N-:11].O=C1O[C@H]([C@H](CO)O)C([O-])=C1O.[Na+].C(OCC)(=O)C. Product: [C:1]1([C:7]2[N:11]=[N:10][N:9]([CH2:12][CH2:13][C:14]([OH:16])=[O:15])[CH:8]=2)[CH:6]=[CH:5][CH:4]=[CH:3][CH:2]=1. The catalyst class is: 664. (3) Reactant: C([O:5][C:6]([C:8]1[CH:13]=[CH:12][C:11]([C:14]2[C:15]([C:29]([O:31][CH2:32][CH3:33])=[O:30])=[N:16][N:17]([C:23]3[CH:28]=[CH:27][CH:26]=[CH:25][CH:24]=3)[C:18]=2[CH2:19][CH2:20][CH2:21][CH3:22])=[C:10]([C:34]([N:36]2[C@H:45]([CH2:46][O:47][Si:48]([C:51]([CH3:54])([CH3:53])[CH3:52])([CH3:50])[CH3:49])[CH2:44][C:43]3[C:38](=[CH:39][CH:40]=[CH:41][CH:42]=3)[CH2:37]2)=[O:35])[CH:9]=1)=[O:7])(C)(C)C.N1C(C)=CC=CC=1C.[Si](OS(C(F)(F)F)(=O)=O)(C)(C)C. Product: [CH2:19]([C:18]1[N:17]([C:23]2[CH:24]=[CH:25][CH:26]=[CH:27][CH:28]=2)[N:16]=[C:15]([C:29]([O:31][CH2:32][CH3:33])=[O:30])[C:14]=1[C:11]1[CH:12]=[CH:13][C:8]([C:6]([OH:7])=[O:5])=[CH:9][C:10]=1[C:34]([N:36]1[C@H:45]([CH2:46][O:47][Si:48]([C:51]([CH3:53])([CH3:52])[CH3:54])([CH3:49])[CH3:50])[CH2:44][C:43]2[C:38](=[CH:39][CH:40]=[CH:41][CH:42]=2)[CH2:37]1)=[O:35])[CH2:20][CH2:21][CH3:22]. The catalyst class is: 1. (4) Reactant: C([N:5]1[C:9]([NH:10][C:11]2[CH:16]=[CH:15][C:14]([S:17]([NH:20][C:21]3[S:22][CH:23]=[CH:24][N:25]=3)(=[O:19])=[O:18])=[CH:13][CH:12]=2)=[CH:8][C:7]([C:26]([CH3:29])([CH3:28])[CH3:27])=[N:6]1)(C)(C)C. Product: [C:26]([C:7]1[CH:8]=[C:9]([NH:10][C:11]2[CH:16]=[CH:15][C:14]([S:17]([NH:20][C:21]3[S:22][CH:23]=[CH:24][N:25]=3)(=[O:19])=[O:18])=[CH:13][CH:12]=2)[NH:5][N:6]=1)([CH3:29])([CH3:27])[CH3:28]. The catalyst class is: 106. (5) Reactant: [Br:1][C:2]1[CH:10]=[CH:9][C:5]([C:6](O)=[O:7])=[C:4]([CH3:11])[CH:3]=1. Product: [Br:1][C:2]1[CH:10]=[CH:9][C:5]([CH2:6][OH:7])=[C:4]([CH3:11])[CH:3]=1. The catalyst class is: 7.